This data is from Forward reaction prediction with 1.9M reactions from USPTO patents (1976-2016). The task is: Predict the product of the given reaction. (1) Given the reactants [Br:1][C:2]1[CH:3]=[C:4]([CH:8]([C:10]2[NH:14][C:13]3[CH:15]=[CH:16][C:17]([F:19])=[CH:18][C:12]=3[N:11]=2)[OH:9])[CH:5]=[CH:6][CH:7]=1.[CH3:20][N:21]1[CH2:26][CH2:25][CH:24](O)[CH2:23][CH2:22]1.O.[OH-].[Na+], predict the reaction product. The product is: [Br:1][C:2]1[CH:3]=[C:4]([CH:8]([O:9][CH:24]2[CH2:25][CH2:26][N:21]([CH3:20])[CH2:22][CH2:23]2)[C:10]2[NH:14][C:13]3[CH:15]=[CH:16][C:17]([F:19])=[CH:18][C:12]=3[N:11]=2)[CH:5]=[CH:6][CH:7]=1. (2) The product is: [F:1][C:2]1[CH:3]=[CH:4][C:5]([NH:9][C:10]([C:12]2[C:17]([NH:18][C:25]3[CH:24]=[N:23][CH:22]=[C:21]([F:20])[CH:26]=3)=[CH:16][CH:15]=[C:14]([CH3:19])[N:13]=2)=[O:11])=[N:6][C:7]=1[CH3:8]. Given the reactants [F:1][C:2]1[CH:3]=[CH:4][C:5]([NH:9][C:10]([C:12]2[C:17]([NH2:18])=[CH:16][CH:15]=[C:14]([CH3:19])[N:13]=2)=[O:11])=[N:6][C:7]=1[CH3:8].[F:20][C:21]1[CH:22]=[N:23][CH:24]=[C:25](F)[CH:26]=1, predict the reaction product. (3) Given the reactants [CH2:1]([C:3]1[CH:34]=[CH:33][C:6]([CH2:7][O:8][C:9]2[CH:14]=[CH:13][C:12]([CH:15]3[CH2:18][N:17]([C:19]([C:21]4[CH:26]=[C:25]([O:27][CH2:28][CH2:29][OH:30])[CH:24]=[CH:23][N:22]=4)=[O:20])[CH2:16]3)=[CH:11][C:10]=2[O:31][CH3:32])=[CH:5][CH:4]=1)[CH3:2].C(N(CC)CC)C.[CH3:42][S:43](Cl)(=[O:45])=[O:44].O, predict the reaction product. The product is: [CH3:42][S:43]([O:30][CH2:29][CH2:28][O:27][C:25]1[CH:24]=[CH:23][N:22]=[C:21]([C:19]([N:17]2[CH2:16][CH:15]([C:12]3[CH:13]=[CH:14][C:9]([O:8][CH2:7][C:6]4[CH:5]=[CH:4][C:3]([CH2:1][CH3:2])=[CH:34][CH:33]=4)=[C:10]([O:31][CH3:32])[CH:11]=3)[CH2:18]2)=[O:20])[CH:26]=1)(=[O:45])=[O:44]. (4) Given the reactants [BH4-].[Na+].[CH3:3][O:4][C:5]1[CH:6]=[C:7]2[C:11](=[CH:12][C:13]=1[O:14][CH3:15])[C:10](=O)[CH2:9][C:8]2([CH3:18])[CH3:17].O.C1(C)C=CC(S(O)(=O)=O)=CC=1, predict the reaction product. The product is: [CH3:15][O:14][C:13]1[CH:12]=[C:11]2[C:7](=[CH:6][C:5]=1[O:4][CH3:3])[C:8]([CH3:18])([CH3:17])[CH:9]=[CH:10]2.